This data is from Forward reaction prediction with 1.9M reactions from USPTO patents (1976-2016). The task is: Predict the product of the given reaction. Given the reactants [C:1]([CH2:3]OS(C1C=CC(C)=CC=1)(=O)=O)#[N:2].C(=O)([O-])[O-].[K+].[K+].[CH:21]([C:24]1[CH:29]=[C:28]([O:30][CH3:31])[CH:27]=[CH:26][C:25]=1[OH:32])([CH3:23])[CH3:22], predict the reaction product. The product is: [CH:21]([C:24]1[CH:29]=[C:28]([O:30][CH3:31])[CH:27]=[CH:26][C:25]=1[O:32][CH2:3][C:1]#[N:2])([CH3:23])[CH3:22].